Dataset: Reaction yield outcomes from USPTO patents with 853,638 reactions. Task: Predict the reaction yield, written as a fraction of the theoretical maximum amount of product (1.0 means a 100% yield; for example, 0.34 means a 34% yield). The reactants are Cl[C:2]1[N:7]=[C:6]([CH3:8])[C:5]([F:9])=[CH:4][N:3]=1.[CH3:10][O:11][C:12]([CH:14]1[CH2:19][CH2:18][C:17]([C:21]2[S:22][C:23]([C:26]3[CH:31]=[C:30]([CH3:32])[CH:29]=[C:28]([NH2:33])[CH:27]=3)=[CH:24][N:25]=2)([OH:20])[CH2:16][C:15]1([CH3:35])[CH3:34])=[O:13].CC1(C)C2C(=C(P(C3C=CC=CC=3)C3C=CC=CC=3)C=CC=2)OC2C(P(C3C=CC=CC=3)C3C=CC=CC=3)=CC=CC1=2.C([O-])([O-])=O.[Cs+].[Cs+]. The catalyst is CC([O-])=O.CC([O-])=O.[Pd+2]. The product is [CH3:10][O:11][C:12]([CH:14]1[CH2:19][CH2:18][C:17]([C:21]2[S:22][C:23]([C:26]3[CH:31]=[C:30]([CH3:32])[CH:29]=[C:28]([NH:33][C:2]4[N:7]=[C:6]([CH3:8])[C:5]([F:9])=[CH:4][N:3]=4)[CH:27]=3)=[CH:24][N:25]=2)([OH:20])[CH2:16][C:15]1([CH3:35])[CH3:34])=[O:13]. The yield is 0.860.